This data is from Forward reaction prediction with 1.9M reactions from USPTO patents (1976-2016). The task is: Predict the product of the given reaction. (1) Given the reactants [CH2:1]([C:8]1[C:9]([O:30][C@H:31]2[C@@H:36]3[O:37]C(=O)[O:39][C@@H:35]3[C@@H:34]([O:41][CH3:42])[C:33]([CH3:44])([CH3:43])[O:32]2)=[CH:10][CH:11]=[C:12]2[C:17]=1[O:16][C:15](=[O:18])[C:14]([NH:19]C(=O)OCC1C=CC=CC=1)=[CH:13]2)[C:2]1[CH:7]=[CH:6][CH:5]=[CH:4][CH:3]=1.CCN=C=NCCCN(C)C.[CH3:56][O:57][C:58]1[CH:59]=[C:60]([C:64]2[C:69]([O:70][CH3:71])=[CH:68][CH:67]=[C:66]([C:72]([OH:74])=O)[CH:65]=2)[CH:61]=[CH:62][CH:63]=1.C(=O)([O-])[O-], predict the reaction product. The product is: [CH2:1]([C:8]1[C:9]([O:30][C@H:31]2[C@H:36]([OH:37])[C@H:35]([OH:39])[C@@H:34]([O:41][CH3:42])[C:33]([CH3:44])([CH3:43])[O:32]2)=[CH:10][CH:11]=[C:12]2[C:17]=1[O:16][C:15](=[O:18])[C:14]([NH:19][C:72]([C:66]1[CH:65]=[C:64]([C:60]3[CH:61]=[CH:62][CH:63]=[C:58]([O:57][CH3:56])[CH:59]=3)[C:69]([O:70][CH3:71])=[CH:68][CH:67]=1)=[O:74])=[CH:13]2)[C:2]1[CH:7]=[CH:6][CH:5]=[CH:4][CH:3]=1. (2) Given the reactants [C:1]([C:4]1[CH:5]=[CH:6][C:7]([O:28][CH2:29][C:30]2[CH:35]=[C:34]([CH2:36][CH3:37])[CH:33]=[CH:32][N:31]=2)=[C:8]([C:10]2[CH:27]=[CH:26][C:13]3[CH2:14][CH2:15][N:16](C(OC(C)(C)C)=O)[CH2:17][CH2:18][C:12]=3[CH:11]=2)[CH:9]=1)(=[O:3])[CH3:2].C(O)(C(F)(F)F)=O, predict the reaction product. The product is: [CH2:36]([C:34]1[CH:33]=[CH:32][N:31]=[C:30]([CH2:29][O:28][C:7]2[CH:6]=[CH:5][C:4]([C:1](=[O:3])[CH3:2])=[CH:9][C:8]=2[C:10]2[CH:27]=[CH:26][C:13]3[CH2:14][CH2:15][NH:16][CH2:17][CH2:18][C:12]=3[CH:11]=2)[CH:35]=1)[CH3:37]. (3) The product is: [CH3:46][N:43]1[C:44](=[O:45])[C:39]2[CH:38]=[C:37]([C:26]([C:27]3[C:36]4[C:31](=[CH:32][CH:33]=[CH:34][CH:35]=4)[CH:30]=[CH:29][CH:28]=3)=[O:25])[S:51][C:40]=2[C:41]([CH2:47][CH:48]([CH3:50])[CH3:49])=[N:42]1. Given the reactants [Mn]([O-])(=O)(=O)=O.[K+].C1OCCOCCOCCOCCOCCOC1.[OH:25][CH:26]([C:37]1[S:51][C:40]2[C:41]([CH2:47][CH:48]([CH3:50])[CH3:49])=[N:42][N:43]([CH3:46])[C:44](=[O:45])[C:39]=2[CH:38]=1)[C:27]1[C:36]2[C:31](=[CH:32][CH:33]=[CH:34][CH:35]=2)[CH:30]=[CH:29][CH:28]=1, predict the reaction product. (4) Given the reactants Cl.[N:2]1([C:8]2([C:11]([O:13][CH2:14][CH3:15])=[O:12])[CH2:10][CH2:9]2)[CH2:7][CH2:6][NH:5][CH2:4][CH2:3]1.[CH2:16]1[CH2:20]OC[CH2:17]1.C([BH3-])#N.[Na+], predict the reaction product. The product is: [CH:17]1([N:5]2[CH2:4][CH2:3][N:2]([C:8]3([C:11]([O:13][CH2:14][CH3:15])=[O:12])[CH2:10][CH2:9]3)[CH2:7][CH2:6]2)[CH2:16][CH2:20]1. (5) The product is: [CH:1]1([CH2:7][CH:8]2[CH2:13][CH:12]([C:14]([O:16][CH3:17])=[O:15])[CH2:11][CH2:10][N:9]2[C:18]([O:19][CH3:20])=[O:21])[CH2:6][CH2:5][CH2:4][CH2:3][CH2:2]1. Given the reactants [CH:1]1([CH2:7][CH:8]2[CH2:13][CH:12]([C:14]([O:16][CH3:17])=[O:15])[CH2:11][CH2:10][NH:9]2)[CH2:6][CH2:5][CH2:4][CH2:3][CH2:2]1.[C:18](Cl)(=[O:21])[O:19][CH3:20].CCN(C(C)C)C(C)C.ClCCl, predict the reaction product. (6) Given the reactants F[C:2]1[C:11]([F:12])=[CH:10][C:9]([N+:13]([O-:15])=[O:14])=[C:8](F)[C:3]=1[C:4]([O:6][CH3:7])=[O:5].[CH3:17][O-:18].[Na+].[NH3:20], predict the reaction product. The product is: [NH2:20][C:8]1[C:9]([N+:13]([O-:15])=[O:14])=[CH:10][C:11]([F:12])=[C:2]([O:18][CH3:17])[C:3]=1[C:4]([O:6][CH3:7])=[O:5]. (7) Given the reactants [NH2:1][C@H:2]1[CH2:7][CH2:6][N:5]([C:8]([O:10][C:11]([CH3:14])([CH3:13])[CH3:12])=[O:9])[CH2:4][C@H:3]1[O:15][CH3:16].[CH2:17]([C:19]1[NH:23][C:22]([C:24](O)=[O:25])=[N:21][C:20]=1[CH3:27])[CH3:18].CCN=C=NCCCN(C)C.Cl, predict the reaction product. The product is: [CH2:17]([C:19]1[NH:23][C:22]([C:24]([NH:1][C@H:2]2[CH2:7][CH2:6][N:5]([C:8]([O:10][C:11]([CH3:12])([CH3:13])[CH3:14])=[O:9])[CH2:4][C@H:3]2[O:15][CH3:16])=[O:25])=[N:21][C:20]=1[CH3:27])[CH3:18]. (8) Given the reactants [Br:1][C:2]1[CH:7]=[C:6]([CH3:8])[CH:5]=[C:4](Br)[C:3]=1[CH:10]=[N:11][NH:12][C:13]1[CH:14]=[C:15]([CH:19]=[CH:20][CH:21]=1)[C:16]([OH:18])=[O:17].C[Si]([N-][Si](C)(C)C)(C)C.[Li+], predict the reaction product. The product is: [Br:1][C:2]1[CH:7]=[C:6]([CH3:8])[CH:5]=[C:4]2[C:3]=1[CH:10]=[N:11][N:12]2[C:13]1[CH:14]=[C:15]([CH:19]=[CH:20][CH:21]=1)[C:16]([OH:18])=[O:17].